Predict the reactants needed to synthesize the given product. From a dataset of Full USPTO retrosynthesis dataset with 1.9M reactions from patents (1976-2016). (1) The reactants are: [Cl:1][C:2]1[CH:7]=[CH:6][N:5]=[C:4]2[CH:8]=[CH:9][S:10][C:3]=12.[Li]CCCC.Br[C:17]1[CH:22]=[CH:21][C:20]([CH:23]2[O:27][CH2:26][CH2:25][O:24]2)=[CH:19][N:18]=1. Given the product [O:24]1[CH2:25][CH2:26][O:27][CH:23]1[C:20]1[CH:21]=[CH:22][C:17]([C:9]2[S:10][C:3]3[C:4](=[N:5][CH:6]=[CH:7][C:2]=3[Cl:1])[CH:8]=2)=[N:18][CH:19]=1, predict the reactants needed to synthesize it. (2) Given the product [C:6]1([CH:11]2[C:19]3[C:14](=[CH:15][CH:16]=[CH:17][CH:18]=3)[CH:13]([O:20][C:11](=[O:23])[C:6]3[CH:7]=[CH:8][CH:9]=[CH:4][CH:5]=3)[CH2:12]2)[CH:7]=[CH:8][CH:9]=[CH:4][CH:5]=1, predict the reactants needed to synthesize it. The reactants are: [H-].[Na+].Cl[C:4]1[CH:5]=[C:6]([C@H:11]2[C:19]3[C:14](=[CH:15][CH:16]=[CH:17][CH:18]=3)[C@H:13]([OH:20])[CH2:12]2)[CH:7]=[CH:8][C:9]=1Cl.CI.[OH2:23]. (3) The reactants are: Br[C:2]1[N:3]=[C:4]2[C:10]([CH:11]=[O:12])=[CH:9][N:8]([CH2:13][O:14][CH2:15][CH2:16][Si:17]([CH3:20])([CH3:19])[CH3:18])[C:5]2=[N:6][CH:7]=1.[C:21]([O:25][C:26](=[O:38])[NH:27][C@H:28]1[C:36]2[C:31](=[CH:32][CH:33]=[C:34]([OH:37])[CH:35]=2)[CH2:30][CH2:29]1)([CH3:24])([CH3:23])[CH3:22].C(P(C(C)(C)C)C1C=CC=CC=1C1C=CC=CC=1N(C)C)(C)(C)C.[O-]P([O-])([O-])=O.[K+].[K+].[K+]. Given the product [C:21]([O:25][C:26](=[O:38])[NH:27][C@H:28]1[C:36]2[C:31](=[CH:32][CH:33]=[C:34]([O:37][C:2]3[N:3]=[C:4]4[C:10]([CH:11]=[O:12])=[CH:9][N:8]([CH2:13][O:14][CH2:15][CH2:16][Si:17]([CH3:20])([CH3:19])[CH3:18])[C:5]4=[N:6][CH:7]=3)[CH:35]=2)[CH2:30][CH2:29]1)([CH3:24])([CH3:22])[CH3:23], predict the reactants needed to synthesize it. (4) Given the product [NH2:2][C:3]1[C:4]2[C:14]([O:15][CH2:16][C@H:17]3[CH2:22][CH2:21][CH2:20][CH2:19][N:18]3[C:30](=[O:31])[CH2:29][C:26]3[CH:27]=[CH:28][N:23]=[CH:24][N:25]=3)=[CH:13][CH:12]=[CH:11][C:5]=2[NH:6][S:7](=[O:9])(=[O:10])[N:8]=1, predict the reactants needed to synthesize it. The reactants are: Cl.[NH2:2][C:3]1[C:4]2[C:14]([O:15][CH2:16][C@H:17]3[CH2:22][CH2:21][CH2:20][CH2:19][NH2+:18]3)=[CH:13][CH:12]=[CH:11][C:5]=2[NH:6][S:7](=[O:10])(=[O:9])[N:8]=1.[N:23]1[CH:28]=[CH:27][C:26]([CH2:29][C:30](O)=[O:31])=[N:25][CH:24]=1. (5) Given the product [F:21][C:13]([F:22])([C:14]1[CH:19]=[CH:18][C:17]([F:20])=[CH:16][N:15]=1)[C:4]1[N:3]=[C:2]([NH:36][C:32]2[CH:33]=[C:34]([CH3:35])[NH:30][N:31]=2)[C:11]2[C:6](=[C:7]([CH3:12])[CH:8]=[CH:9][CH:10]=2)[N:5]=1, predict the reactants needed to synthesize it. The reactants are: Cl[C:2]1[C:11]2[C:6](=[C:7]([CH3:12])[CH:8]=[CH:9][CH:10]=2)[N:5]=[C:4]([C:13]([F:22])([F:21])[C:14]2[CH:19]=[CH:18][C:17]([F:20])=[CH:16][N:15]=2)[N:3]=1.C(OC([N:30]1[C:34]([CH3:35])=[CH:33][C:32]([NH2:36])=[N:31]1)=O)(C)(C)C.C(O)(=O)C. (6) Given the product [CH3:1][N:2]1[C:6]([CH3:7])=[C:5]([C:8](=[O:17])[N:9]([CH3:16])[C:10]2[CH:11]=[CH:12][CH:13]=[CH:14][CH:15]=2)[CH:4]=[C:3]1[C:18]1[CH:19]=[C:20]2[C:25](=[CH:26][C:27]=1[C:28]([N:30]1[C@H:39]([CH3:40])[CH2:38][C:37]3[C:32](=[CH:33][CH:34]=[CH:35][CH:36]=3)[CH2:31]1)=[O:29])[CH2:24][N:23]([C:41]([O:50][C:51]1[CH:58]=[CH:57][C:54]([C:55]#[N:56])=[CH:53][CH:52]=1)=[O:42])[CH2:22][CH2:21]2, predict the reactants needed to synthesize it. The reactants are: [CH3:1][N:2]1[C:6]([CH3:7])=[C:5]([C:8](=[O:17])[N:9]([CH3:16])[C:10]2[CH:15]=[CH:14][CH:13]=[CH:12][CH:11]=2)[CH:4]=[C:3]1[C:18]1[CH:19]=[C:20]2[C:25](=[CH:26][C:27]=1[C:28]([N:30]1[C@H:39]([CH3:40])[CH2:38][C:37]3[C:32](=[CH:33][CH:34]=[CH:35][CH:36]=3)[CH2:31]1)=[O:29])[CH2:24][N:23]([C:41](Cl)=[O:42])[CH2:22][CH2:21]2.C(=O)([O-])[O-].[K+].[K+].[OH:50][C:51]1[CH:58]=[CH:57][C:54]([C:55]#[N:56])=[CH:53][CH:52]=1.